The task is: Predict the reactants needed to synthesize the given product.. This data is from Full USPTO retrosynthesis dataset with 1.9M reactions from patents (1976-2016). (1) Given the product [NH2:49][C:50]1[C:55]2[NH:56][C:57]([C@@H:59]([NH:61][C:5](=[O:7])[C:4]3[CH:8]=[CH:9][C:10]([C:11]([N:13]4[CH2:17][CH2:16][CH2:15][CH2:14]4)=[O:12])=[C:2]([CH3:1])[CH:3]=3)[CH3:60])=[N:58][C:54]=2[CH:53]=[C:52]([Cl:62])[CH:51]=1, predict the reactants needed to synthesize it. The reactants are: [CH3:1][C:2]1[CH:3]=[C:4]([CH:8]=[CH:9][C:10]=1[C:11]([N:13]1[CH2:17][CH2:16][CH2:15][CH2:14]1)=[O:12])[C:5]([OH:7])=O.CN(C(ON1N=NC2C=CC=CC1=2)=[N+](C)C)C.[B-](F)(F)(F)F.C(N(C(C)C)CC)(C)C.[NH2:49][C:50]1[C:55]2[NH:56][C:57]([C@@H:59]([NH2:61])[CH3:60])=[N:58][C:54]=2[CH:53]=[C:52]([Cl:62])[CH:51]=1.ClCCl.C(O)C.N.ClCl. (2) Given the product [F:12][C:13]1[CH:18]=[CH:17][CH:16]=[C:15]([F:19])[C:14]=1[C:2]1[S:3][CH:4]=[C:5]([C:7]([O:9][CH2:10][CH3:11])=[O:8])[N:6]=1, predict the reactants needed to synthesize it. The reactants are: Br[C:2]1[S:3][CH:4]=[C:5]([C:7]([O:9][CH2:10][CH3:11])=[O:8])[N:6]=1.[F:12][C:13]1[CH:18]=[CH:17][CH:16]=[C:15]([F:19])[C:14]=1B1OC(C)(C)C(C)(C)O1.CCN(C(C)C)C(C)C. (3) The reactants are: [F:1][C:2]1[C:7]([O:8][CH3:9])=[CH:6][C:5]([O:10][CH3:11])=[C:4]([F:12])[C:3]=1[N:13]1[CH2:18][C:17]2[CH:19]=[N:20][C:21]([C:23]3[C:24]([CH3:29])=[N:25][N:26]([CH3:28])[CH:27]=3)=[CH:22][C:16]=2[N:15]([C:30]2[CH:35]=[CH:34][C:33]([NH:36]C(=O)OC(C)(C)C)=[CH:32][CH:31]=2)[C:14]1=[O:44].O1CCOCC1.Cl. Given the product [NH2:36][C:33]1[CH:34]=[CH:35][C:30]([N:15]2[C:16]3[CH:22]=[C:21]([C:23]4[C:24]([CH3:29])=[N:25][N:26]([CH3:28])[CH:27]=4)[N:20]=[CH:19][C:17]=3[CH2:18][N:13]([C:3]3[C:4]([F:12])=[C:5]([O:10][CH3:11])[CH:6]=[C:7]([O:8][CH3:9])[C:2]=3[F:1])[C:14]2=[O:44])=[CH:31][CH:32]=1, predict the reactants needed to synthesize it. (4) Given the product [F:24][C:25]1[CH:30]=[CH:29][CH:28]=[CH:27][C:26]=1[N:31]1[CH2:36][CH2:35][N:34]([CH2:16][CH2:15][CH2:14][C:13]2[N:9]([C:6]3[CH:7]=[CH:8][C:3]([C:2]([F:23])([F:22])[F:1])=[CH:4][CH:5]=3)[N:10]=[C:11]([CH2:18][CH2:19][CH2:20][CH3:21])[CH:12]=2)[CH2:33][CH2:32]1, predict the reactants needed to synthesize it. The reactants are: [F:1][C:2]([F:23])([F:22])[C:3]1[CH:8]=[CH:7][C:6]([N:9]2[C:13]([CH2:14][CH2:15][CH:16]=O)=[CH:12][C:11]([CH2:18][CH2:19][CH2:20][CH3:21])=[N:10]2)=[CH:5][CH:4]=1.[F:24][C:25]1[CH:30]=[CH:29][CH:28]=[CH:27][C:26]=1[N:31]1[CH2:36][CH2:35][NH:34][CH2:33][CH2:32]1.[BH-](OC(C)=O)(OC(C)=O)OC(C)=O.[Na+]. (5) Given the product [F:31][C:28]1[CH:29]=[CH:30][C:25]([C:22]2[CH:21]=[CH:20][C:19]([O:18][CH2:17][CH2:16][C:14]3[N:15]=[C:11]([S:10][C:7]([CH3:9])([CH3:8])[C:6]([OH:32])=[O:5])[S:12][CH:13]=3)=[CH:24][CH:23]=2)=[CH:26][CH:27]=1, predict the reactants needed to synthesize it. The reactants are: C([O:5][C:6](=[O:32])[C:7]([S:10][C:11]1[S:12][CH:13]=[C:14]([CH2:16][CH2:17][O:18][C:19]2[CH:24]=[CH:23][C:22]([C:25]3[CH:30]=[CH:29][C:28]([F:31])=[CH:27][CH:26]=3)=[CH:21][CH:20]=2)[N:15]=1)([CH3:9])[CH3:8])(C)(C)C.FC(F)(F)C(O)=O.